Task: Predict the product of the given reaction.. Dataset: Forward reaction prediction with 1.9M reactions from USPTO patents (1976-2016) (1) Given the reactants [C:1]([C:5]1[CH:9]=[C:8]([NH:10][C:11]([NH:13][C:14]2[C:23]3[C:18](=[CH:19][CH:20]=[CH:21][CH:22]=3)[C:17]([O:24][C:25]3[CH:30]=[CH:29][N:28]=[C:27](Cl)[N:26]=3)=[CH:16][CH:15]=2)=[O:12])[N:7]([C:32]2[CH:37]=[CH:36][C:35]([P:38]([CH3:41])([CH3:40])=[O:39])=[CH:34][CH:33]=2)[N:6]=1)([CH3:4])([CH3:3])[CH3:2].Cl.[CH3:43][C:44]1[CH:45]=[C:46]([NH2:53])[CH:47]=[C:48]2[C:52]=1[NH:51][N:50]=[CH:49]2.CN(C=O)C, predict the reaction product. The product is: [C:1]([C:5]1[CH:9]=[C:8]([NH:10][C:11]([NH:13][C:14]2[C:23]3[C:18](=[CH:19][CH:20]=[CH:21][CH:22]=3)[C:17]([O:24][C:25]3[CH:30]=[CH:29][N:28]=[C:27]([NH:53][C:46]4[CH:47]=[C:48]5[C:52](=[C:44]([CH3:43])[CH:45]=4)[NH:51][N:50]=[CH:49]5)[N:26]=3)=[CH:16][CH:15]=2)=[O:12])[N:7]([C:32]2[CH:37]=[CH:36][C:35]([P:38]([CH3:41])([CH3:40])=[O:39])=[CH:34][CH:33]=2)[N:6]=1)([CH3:4])([CH3:3])[CH3:2]. (2) Given the reactants [H-].[Na+].[NH:3]1[C:12]2[C:7](=[CH:8][CH:9]=[CH:10][CH:11]=2)[CH2:6][CH2:5][CH2:4]1.I[CH3:14].O, predict the reaction product. The product is: [CH3:14][N:3]1[C:12]2[C:7](=[CH:8][CH:9]=[CH:10][CH:11]=2)[CH2:6][CH2:5][CH2:4]1. (3) Given the reactants [CH2:1]([C:6]1[CH2:7][C:8]2[C:13]([CH:14]=1)=[CH:12][CH:11]=[CH:10][CH:9]=2)[C:2]([CH3:5])([CH3:4])[CH3:3].C([Li])CCC.[Cl-].[CH3:21][C:22]([NH:25][SiH:26]([CH3:28])[CH3:27])([CH3:24])[CH3:23], predict the reaction product. The product is: [CH2:1]([C:6]1[CH:14]([Si:26]([CH3:28])([CH3:27])[NH:25][C:22]([CH3:24])([CH3:23])[CH3:21])[C:13]2[C:8]([CH:7]=1)=[CH:9][CH:10]=[CH:11][CH:12]=2)[C:2]([CH3:5])([CH3:4])[CH3:3].